Dataset: Full USPTO retrosynthesis dataset with 1.9M reactions from patents (1976-2016). Task: Predict the reactants needed to synthesize the given product. (1) Given the product [Br:12][C:8]1[C:9]([OH:10])=[C:4]([N+:1]([O-:3])=[O:2])[C:5]([OH:11])=[N:6][CH:7]=1, predict the reactants needed to synthesize it. The reactants are: [N+:1]([C:4]1[C:5]([OH:11])=[N:6][CH:7]=[CH:8][C:9]=1[OH:10])([O-:3])=[O:2].[Br:12]Br. (2) The reactants are: [CH3:1]N(C)CCCN=C=NCC.[N:12]1[CH:17]=[CH:16][CH:15]=[CH:14][C:13]=1[CH2:18][C:19]([N:21]1[C:29]2[C:24](=[CH:25][C:26]([NH:30][C:31]([C:33]3[CH:38]=[CH:37][CH:36]=[CH:35][C:34]=3[C:39]3[CH:44]=[CH:43][C:42]([C:45]([OH:47])=[O:46])=[CH:41][CH:40]=3)=[O:32])=[CH:27][CH:28]=2)[CH2:23][CH2:22]1)=[O:20].CO.ON1C2C=CC=CC=2N=N1. Given the product [N:12]1[CH:17]=[CH:16][CH:15]=[CH:14][C:13]=1[CH2:18][C:19]([N:21]1[C:29]2[C:24](=[CH:25][C:26]([NH:30][C:31]([C:33]3[CH:38]=[CH:37][CH:36]=[CH:35][C:34]=3[C:39]3[CH:40]=[CH:41][C:42]([C:45]([O:47][CH3:1])=[O:46])=[CH:43][CH:44]=3)=[O:32])=[CH:27][CH:28]=2)[CH2:23][CH2:22]1)=[O:20], predict the reactants needed to synthesize it. (3) Given the product [OH:31][C:13]1[CH:12]=[C:11]([CH2:10][CH2:9][N:8]=[C:2]=[O:1])[CH:16]=[CH:15][C:14]=1[N:17]1[S:21](=[O:22])(=[O:23])[NH:20][C:19](=[O:30])[CH2:18]1, predict the reactants needed to synthesize it. The reactants are: [OH:1][C:2](C(F)(F)F)=O.[NH2:8][CH2:9][CH2:10][C:11]1[CH:16]=[CH:15][C:14]([N:17]2[S:21](=[O:23])(=[O:22])[N:20](CC[Si](C)(C)C)[C:19](=[O:30])[CH2:18]2)=[C:13]([O:31]CC2C=CC=CC=2)[CH:12]=1.C(N(C(C)C)CC)(C)C.ClC(Cl)(OC(=O)OC(Cl)(Cl)Cl)Cl. (4) Given the product [F:20][C:2]([F:1])([F:19])[C:3]1[CH:4]=[C:5]([S:9]([CH:12]2[CH2:13][CH2:14][CH:15]([OH:18])[CH2:16][CH2:17]2)(=[O:11])=[O:10])[CH:6]=[CH:7][CH:8]=1, predict the reactants needed to synthesize it. The reactants are: [F:1][C:2]([F:20])([F:19])[C:3]1[CH:4]=[C:5]([S:9]([CH:12]2[CH2:17][CH2:16][C:15](=[O:18])[CH2:14][CH2:13]2)(=[O:11])=[O:10])[CH:6]=[CH:7][CH:8]=1.[BH4-].[Na+].